From a dataset of Catalyst prediction with 721,799 reactions and 888 catalyst types from USPTO. Predict which catalyst facilitates the given reaction. (1) Reactant: [O:1]1[C:5]2[CH:6]=[CH:7][CH:8]=[CH:9][C:4]=2[C:3]([CH2:10][C@@H:11]([B:30]([OH:32])[OH:31])[NH:12][C:13](=[O:29])[CH2:14][CH2:15][N:16]2[CH2:21][CH2:20][N:19](C(OC(C)(C)C)=O)[CH2:18][CH2:17]2)=[CH:2]1.[ClH:33]. Product: [ClH:33].[O:1]1[C:5]2[CH:6]=[CH:7][CH:8]=[CH:9][C:4]=2[C:3]([CH2:10][C@@H:11]([B:30]([OH:32])[OH:31])[NH:12][C:13](=[O:29])[CH2:14][CH2:15][N:16]2[CH2:17][CH2:18][NH:19][CH2:20][CH2:21]2)=[CH:2]1. The catalyst class is: 12. (2) Reactant: [Br:1][C:2]1[N:7]=[C:6]([C@:8]([NH:17][S@@:18]([C:20]([CH3:23])([CH3:22])[CH3:21])=[O:19])([CH3:16])[C@@H:9]([F:15])[C:10]([O:12][CH2:13][CH3:14])=[O:11])[C:5]([F:24])=[C:4]([Si](CC)(CC)CC)[CH:3]=1.[F-].[K+].C(O)(=O)C.C([O-])(O)=O.[Na+]. Product: [Br:1][C:2]1[N:7]=[C:6]([C@:8]([NH:17][S@@:18]([C:20]([CH3:23])([CH3:22])[CH3:21])=[O:19])([CH3:16])[C@@H:9]([F:15])[C:10]([O:12][CH2:13][CH3:14])=[O:11])[C:5]([F:24])=[CH:4][CH:3]=1. The catalyst class is: 348. (3) Reactant: O1CCCCC1[O:7][CH2:8][CH2:9][CH2:10][CH2:11][O:12][C:13]1[CH:14]=[CH:15][C:16]2[CH2:22][CH2:21][CH2:20][C:19](=[O:23])[NH:18][C:17]=2[N:24]=1.Cl.C([O-])(O)=O.[Na+]. Product: [OH:7][CH2:8][CH2:9][CH2:10][CH2:11][O:12][C:13]1[CH:14]=[CH:15][C:16]2[CH2:22][CH2:21][CH2:20][C:19](=[O:23])[NH:18][C:17]=2[N:24]=1. The catalyst class is: 5.